This data is from NCI-60 drug combinations with 297,098 pairs across 59 cell lines. The task is: Regression. Given two drug SMILES strings and cell line genomic features, predict the synergy score measuring deviation from expected non-interaction effect. Cell line: NCI-H226. Synergy scores: CSS=43.1, Synergy_ZIP=1.44, Synergy_Bliss=4.02, Synergy_Loewe=-5.79, Synergy_HSA=4.64. Drug 1: CN1CCC(CC1)COC2=C(C=C3C(=C2)N=CN=C3NC4=C(C=C(C=C4)Br)F)OC. Drug 2: CCC1=CC2CC(C3=C(CN(C2)C1)C4=CC=CC=C4N3)(C5=C(C=C6C(=C5)C78CCN9C7C(C=CC9)(C(C(C8N6C)(C(=O)OC)O)OC(=O)C)CC)OC)C(=O)OC.C(C(C(=O)O)O)(C(=O)O)O.